This data is from Full USPTO retrosynthesis dataset with 1.9M reactions from patents (1976-2016). The task is: Predict the reactants needed to synthesize the given product. (1) Given the product [C:40]([N:34]1[CH2:39][CH2:38][N:37]([C:31](=[O:32])[CH2:30][O:29][C:26]2[CH:25]=[C:24]([C:9]3[CH:10]=[C:11]([O:13][C:14]4[CH:19]=[CH:18][C:17]([S:20]([CH3:23])(=[O:22])=[O:21])=[CH:16][CH:15]=4)[CH:12]=[C:7]([O:6][C@@H:4]([CH3:5])[CH2:3][O:2][CH3:1])[CH:8]=3)[NH:28][N:27]=2)[CH2:36][CH2:35]1)(=[O:42])[CH3:41], predict the reactants needed to synthesize it. The reactants are: [CH3:1][O:2][CH2:3][C@@H:4]([O:6][C:7]1[CH:8]=[C:9]([C:24]2[NH:28][N:27]=[C:26]([O:29][CH2:30][C:31](O)=[O:32])[CH:25]=2)[CH:10]=[C:11]([O:13][C:14]2[CH:19]=[CH:18][C:17]([S:20]([CH3:23])(=[O:22])=[O:21])=[CH:16][CH:15]=2)[CH:12]=1)[CH3:5].[N:34]1([C:40](=[O:42])[CH3:41])[CH2:39][CH2:38][NH:37][CH2:36][CH2:35]1.Cl.CN(C)CCCN=C=NCC.ON1C2C=CC=CC=2N=N1. (2) Given the product [CH2:42]([NH:44][C:45]([N:22]1[CH2:23][CH2:24][C:19]([C:25]2[CH:30]=[CH:29][C:28]([C:31]3[CH:36]=[CH:35][CH:34]=[C:33]([C:37]#[N:38])[CH:32]=3)=[CH:27][CH:26]=2)([CH:10]([O:9][C:7]2[NH:8][C:4]3[CH:3]=[C:2]([Cl:1])[C:40]([Cl:41])=[CH:39][C:5]=3[N:6]=2)[CH2:11][O:12][CH2:13][CH2:14][Si:15]([CH3:18])([CH3:17])[CH3:16])[CH2:20][CH2:21]1)=[O:46])[CH3:43], predict the reactants needed to synthesize it. The reactants are: [Cl:1][C:2]1[C:40]([Cl:41])=[CH:39][C:5]2[NH:6][C:7]([O:9][CH:10]([C:19]3([C:25]4[CH:30]=[CH:29][C:28]([C:31]5[CH:36]=[CH:35][CH:34]=[C:33]([C:37]#[N:38])[CH:32]=5)=[CH:27][CH:26]=4)[CH2:24][CH2:23][NH:22][CH2:21][CH2:20]3)[CH2:11][O:12][CH2:13][CH2:14][Si:15]([CH3:18])([CH3:17])[CH3:16])=[N:8][C:4]=2[CH:3]=1.[CH2:42]([N:44]=[C:45]=[O:46])[CH3:43].C(N(C(C)C)CC)(C)C. (3) Given the product [CH2:16]([O:15][C:13](=[O:14])[CH:12]([NH:11][C:8](=[O:10])[CH2:7][C:1]1[CH:2]=[CH:3][CH:4]=[CH:5][CH:6]=1)[CH2:20][CH3:21])[CH:17]([CH3:18])[CH3:19], predict the reactants needed to synthesize it. The reactants are: [C:1]1([CH2:7][C:8]([OH:10])=O)[CH:6]=[CH:5][CH:4]=[CH:3][CH:2]=1.[NH2:11][CH:12]([CH2:20][CH3:21])[C:13]([O:15][CH2:16][CH:17]([CH3:19])[CH3:18])=[O:14]. (4) Given the product [NH2:24][CH:25]([C:32]1[CH:37]=[CH:36][CH:35]=[C:34]([NH:38][S:39]([C:42]2[CH:47]=[CH:46][CH:45]=[C:44]([NH:48][C:49]([NH:51][CH2:52][CH2:53][CH3:54])=[O:50])[CH:43]=2)(=[O:41])=[O:40])[CH:33]=1)[CH2:26][C:27]([O:29][CH2:30][CH3:31])=[O:28], predict the reactants needed to synthesize it. The reactants are: C(O)(=O)C.C([SnH](CCCC)CCCC)CCC.C(OC([NH:24][CH:25]([C:32]1[CH:37]=[CH:36][CH:35]=[C:34]([NH:38][S:39]([C:42]2[CH:47]=[CH:46][CH:45]=[C:44]([NH:48][C:49]([NH:51][CH2:52][CH2:53][CH3:54])=[O:50])[CH:43]=2)(=[O:41])=[O:40])[CH:33]=1)[CH2:26][C:27]([O:29][CH2:30][CH3:31])=[O:28])=O)C=C.C([O-])(O)=O.[Na+]. (5) Given the product [F:32][C:33]1[CH:34]=[C:35]2[C:39](=[C:40]([S:42]([CH3:45])(=[O:43])=[O:44])[CH:41]=1)[NH:38][C:37]([CH3:46])=[CH:36]2.[Cl:24][C:25]1[N:26]=[N:27][C:28]([C:36]2[C:35]3[C:39](=[C:40]([S:42]([CH3:45])(=[O:43])=[O:44])[CH:41]=[C:33]([F:32])[CH:34]=3)[NH:38][C:37]=2[CH3:46])=[CH:29][CH:30]=1, predict the reactants needed to synthesize it. The reactants are: BrC1C=C(F)C=CC=1N.CS(C)(=O)=O.N1C2C(=CC=CC=2)C=C1.[Cl:24][C:25]1[N:26]=[N:27][C:28](Cl)=[CH:29][CH:30]=1.[F:32][C:33]1[CH:34]=[C:35]2[C:39](=[C:40]([S:42]([CH3:45])(=[O:44])=[O:43])[CH:41]=1)[NH:38][C:37]([CH3:46])=[CH:36]2.[Cl-].[Al+3].[Cl-].[Cl-]. (6) Given the product [NH2:16][C:17]1[N:22]=[CH:21][C:20]([C:23]([NH:9][CH2:8][C:7]2[CH:10]=[C:3]([Cl:2])[CH:4]=[CH:5][C:6]=2[S:11]([CH2:14][CH3:15])(=[O:13])=[O:12])=[O:24])=[CH:19][C:18]=1[C:26]([F:29])([F:27])[F:28], predict the reactants needed to synthesize it. The reactants are: Cl.[Cl:2][C:3]1[CH:4]=[CH:5][C:6]([S:11]([CH2:14][CH3:15])(=[O:13])=[O:12])=[C:7]([CH:10]=1)[CH2:8][NH2:9].[NH2:16][C:17]1[N:22]=[CH:21][C:20]([C:23](O)=[O:24])=[CH:19][C:18]=1[C:26]([F:29])([F:28])[F:27].CC(OC(N1CCN(CC2C=CC(C([O-])=O)=CC=2C(F)(F)F)CC1)=O)(C)C. (7) The reactants are: [O:1]1[CH:5]=[CH:4][CH:3]=[C:2]1[C:6]([NH:8][C:9]1([C:15]([NH:17][CH:18]2[CH2:23][CH2:22][N:21](C(OC(C)(C)C)=O)[CH2:20][CH:19]2[OH:31])=[O:16])[CH2:14][CH2:13][CH2:12][CH2:11][CH2:10]1)=[O:7].[ClH:32].C(OCC)(=O)C. Given the product [ClH:32].[O:1]1[CH:5]=[CH:4][CH:3]=[C:2]1[C:6]([NH:8][C:9]1([C:15]([NH:17][CH:18]2[CH2:23][CH2:22][NH:21][CH2:20][CH:19]2[OH:31])=[O:16])[CH2:14][CH2:13][CH2:12][CH2:11][CH2:10]1)=[O:7], predict the reactants needed to synthesize it.